From a dataset of Full USPTO retrosynthesis dataset with 1.9M reactions from patents (1976-2016). Predict the reactants needed to synthesize the given product. (1) Given the product [CH3:32][CH:28]([CH2:29][CH2:30][CH3:25])[CH:27]=[CH:26][C:3](=[O:4])[CH3:2], predict the reactants needed to synthesize it. The reactants are: C[CH:2](CCC)[CH:3]=[O:4].[C:25]1(P([C:25]2[CH:30]=[CH:29][CH:28]=[CH:27][CH:26]=2)([C:25]2[CH:30]=[CH:29][CH:28]=[CH:27][CH:26]=2)=CC(=O)C)[CH:30]=[CH:29][CH:28]=[CH:27][CH:26]=1.Cl[CH2:32]Cl. (2) Given the product [Cl:10][C:11]1[CH:12]=[N:13][C:14]2[C:19]([N:20]=1)=[CH:18][C:17]([C:21]([N:3]([O:36][CH3:35])[CH3:7])=[O:22])=[CH:16][CH:15]=2, predict the reactants needed to synthesize it. The reactants are: CC[N:3]([CH:7](C)C)C(C)C.[Cl:10][C:11]1[CH:12]=[N:13][C:14]2[C:19]([N:20]=1)=[CH:18][C:17]([C:21](Cl)=[O:22])=[CH:16][CH:15]=2.ClC1C=NC2C(=CC=C([C:35](Cl)=[O:36])C=2)N=1. (3) Given the product [C:12]1([CH2:11][O:10][C:8]([NH:7][C@@H:6]([C:18]([NH:38][C@H:37]([C:39]([N:41]2[CH2:46][CH2:45][N:44]([C:47]3[CH:48]=[CH:49][N:50]=[CH:51][CH:52]=3)[CH2:43][CH2:42]2)=[O:40])[CH2:36][CH2:35][CH2:34][CH2:33][NH:32][C:30]([O:29][C:27]([CH3:26])([CH3:53])[CH3:28])=[O:31])=[O:20])[CH2:5][C:4]2[CH:21]=[C:22]([Cl:25])[C:23]([OH:24])=[C:2]([Cl:1])[CH:3]=2)=[O:9])[CH:13]=[CH:14][CH:15]=[CH:16][CH:17]=1, predict the reactants needed to synthesize it. The reactants are: [Cl:1][C:2]1[CH:3]=[C:4]([CH:21]=[C:22]([Cl:25])[C:23]=1[OH:24])[CH2:5][C@H:6]([C:18]([OH:20])=O)[NH:7][C:8]([O:10][CH2:11][C:12]1[CH:17]=[CH:16][CH:15]=[CH:14][CH:13]=1)=[O:9].[CH3:26][C:27]([CH3:53])([O:29][C:30]([NH:32][CH2:33][CH2:34][CH2:35][CH2:36][C@@H:37]([C:39]([N:41]1[CH2:46][CH2:45][N:44]([C:47]2[CH:52]=[CH:51][N:50]=[CH:49][CH:48]=2)[CH2:43][CH2:42]1)=[O:40])[NH2:38])=[O:31])[CH3:28].CCN(C(C)C)C(C)C.CN(C(ON1N=NC2C=CC=CC1=2)=[N+](C)C)C.[B-](F)(F)(F)F.C1C=CC2N(O)N=NC=2C=1.ClCl. (4) Given the product [Si:17]([O:4][CH2:3][C:2]([F:1])([CH3:7])[CH2:5][OH:6])([C:13]([CH3:16])([CH3:15])[CH3:14])([C:24]1[CH:25]=[CH:26][CH:27]=[CH:28][CH:29]=1)[C:18]1[CH:23]=[CH:22][CH:21]=[CH:20][CH:19]=1, predict the reactants needed to synthesize it. The reactants are: [F:1][C:2]([CH3:7])([CH2:5][OH:6])[CH2:3][OH:4].N1C=CN=C1.[C:13]([Si:17](Cl)([C:24]1[CH:29]=[CH:28][CH:27]=[CH:26][CH:25]=1)[C:18]1[CH:23]=[CH:22][CH:21]=[CH:20][CH:19]=1)([CH3:16])([CH3:15])[CH3:14]. (5) The reactants are: Br[C:2]1[CH:3]=[C:4]([NH2:11])[C:5]2[N:6]([CH:8]=[CH:9][N:10]=2)[CH:7]=1.[CH3:12][C:13]1[C:18](B2OC(C)(C)C(C)(C)O2)=[CH:17][CH:16]=[CH:15][C:14]=1[NH:28][C:29]([N:31]1[CH2:35][CH2:34][CH2:33][CH2:32]1)=[O:30].C(=O)([O-])[O-].[Na+].[Na+].CO.C(Cl)Cl. Given the product [NH2:11][C:4]1[C:5]2[N:6]([CH:8]=[CH:9][N:10]=2)[CH:7]=[C:2]([C:18]2[C:13]([CH3:12])=[C:14]([NH:28][C:29]([N:31]3[CH2:35][CH2:34][CH2:33][CH2:32]3)=[O:30])[CH:15]=[CH:16][CH:17]=2)[CH:3]=1, predict the reactants needed to synthesize it. (6) Given the product [Cl:9][C:10]1[C:15]([C:16]2[N:45]=[C:44]([CH:41]3[CH2:42][CH2:43][O:38][CH2:39][CH2:40]3)[S:46][C:17]=2[C:18]2[CH:23]=[CH:22][N:21]=[C:20]([Cl:24])[N:19]=2)=[CH:14][CH:13]=[CH:12][C:11]=1[NH:26][S:27]([C:30]1[C:35]([F:36])=[CH:34][CH:33]=[CH:32][C:31]=1[F:37])(=[O:29])=[O:28], predict the reactants needed to synthesize it. The reactants are: C1C(=O)N(Br)C(=O)C1.[Cl:9][C:10]1[C:15](/[C:16](/O)=[CH:17]\[C:18]2[CH:23]=[CH:22][N:21]=[C:20]([Cl:24])[N:19]=2)=[CH:14][CH:13]=[CH:12][C:11]=1[NH:26][S:27]([C:30]1[C:35]([F:36])=[CH:34][CH:33]=[CH:32][C:31]=1[F:37])(=[O:29])=[O:28].[O:38]1[CH2:43][CH2:42][CH:41]([C:44](=[S:46])[NH2:45])[CH2:40][CH2:39]1. (7) Given the product [CH2:20]([O:22][C:23]1[CH:24]=[C:25]([CH:28]=[CH:29][C:30]=1[O:31][CH3:32])[CH2:26][N:17]1[CH2:18][CH2:19][CH:14]([NH:13][C:11]2[O:12][C:8]3[CH:7]=[CH:6][CH:5]=[C:4]([N+:1]([O-:3])=[O:2])[C:9]=3[N:10]=2)[CH2:15][CH2:16]1)[CH3:21], predict the reactants needed to synthesize it. The reactants are: [N+:1]([C:4]1[C:9]2[N:10]=[C:11]([NH:13][CH:14]3[CH2:19][CH2:18][NH:17][CH2:16][CH2:15]3)[O:12][C:8]=2[CH:7]=[CH:6][CH:5]=1)([O-:3])=[O:2].[CH2:20]([O:22][C:23]1[CH:24]=[C:25]([CH:28]=[CH:29][C:30]=1[O:31][CH3:32])[CH:26]=O)[CH3:21].C([BH3-])#N.[Na+].C(N(C(C)C)C(C)C)C. (8) Given the product [O:1]=[C:2]1[N:7]([CH2:8][C:9]([NH:28][C@H:26]([C:23]2[CH:24]=[CH:25][C:20]([CH3:29])=[CH:21][CH:22]=2)[CH3:27])=[O:11])[N:6]=[N:5][C:4]2[CH:12]=[CH:13][C:14]([C:16]([F:19])([F:18])[F:17])=[CH:15][C:3]1=2, predict the reactants needed to synthesize it. The reactants are: [O:1]=[C:2]1[N:7]([CH2:8][C:9]([OH:11])=O)[N:6]=[N:5][C:4]2[CH:12]=[CH:13][C:14]([C:16]([F:19])([F:18])[F:17])=[CH:15][C:3]1=2.[C:20]1([CH3:29])[CH:25]=[CH:24][C:23]([C@@H:26]([NH2:28])[CH3:27])=[CH:22][CH:21]=1. (9) Given the product [NH2:23][C:22]1[CH:21]=[CH:20][C:16]([C:17]([NH2:19])=[O:18])=[CH:15][C:14]=1[O:13][CH2:12][CH2:11][C:1]1[C:10]2[C:5](=[CH:6][CH:7]=[CH:8][CH:9]=2)[CH:4]=[CH:3][CH:2]=1, predict the reactants needed to synthesize it. The reactants are: [C:1]1([CH2:11][CH2:12][O:13][C:14]2[CH:15]=[C:16]([CH:20]=[CH:21][C:22]=2[N+:23]([O-])=O)[C:17]([NH2:19])=[O:18])[C:10]2[C:5](=[CH:6][CH:7]=[CH:8][CH:9]=2)[CH:4]=[CH:3][CH:2]=1.[H][H]. (10) Given the product [OH:1][CH2:2][C@H:3]([NH:14][C:15]([C:17]1[C:26]2[O:25][CH2:24][CH2:23][O:22][C:21]=2[CH:20]=[C:19]([C:31]2[CH:32]=[CH:33][C:34]([C:35](=[O:38])[NH:36][CH3:37])=[C:29]([Cl:28])[CH:30]=2)[CH:18]=1)=[O:16])[CH2:4][C:5]1[C:13]2[C:8](=[CH:9][CH:10]=[CH:11][CH:12]=2)[NH:7][CH:6]=1, predict the reactants needed to synthesize it. The reactants are: [OH:1][CH2:2][C@H:3]([NH:14][C:15]([C:17]1[C:26]2[O:25][CH2:24][CH2:23][O:22][C:21]=2[CH:20]=[C:19](Br)[CH:18]=1)=[O:16])[CH2:4][C:5]1[C:13]2[C:8](=[CH:9][CH:10]=[CH:11][CH:12]=2)[NH:7][CH:6]=1.[Cl:28][C:29]1[CH:30]=[C:31](B(O)O)[CH:32]=[CH:33][C:34]=1[C:35](=[O:38])[NH:36][CH3:37].C(=O)([O-])[O-].[Na+].[Na+].